This data is from Full USPTO retrosynthesis dataset with 1.9M reactions from patents (1976-2016). The task is: Predict the reactants needed to synthesize the given product. (1) Given the product [Cl:1][C:2]1[N:7]=[CH:6][N:5]2[N:8]=[CH:9][C:10]([C:11]([NH:20][CH:14]3[CH2:19][CH2:18][CH2:17][CH2:16][CH2:15]3)=[O:12])=[C:4]2[CH:3]=1, predict the reactants needed to synthesize it. The reactants are: [Cl:1][C:2]1[N:7]=[CH:6][N:5]2[N:8]=[CH:9][C:10]([C:11](Cl)=[O:12])=[C:4]2[CH:3]=1.[CH:14]1([NH2:20])[CH2:19][CH2:18][CH2:17][CH2:16][CH2:15]1. (2) Given the product [N:3]1([CH2:8][CH2:9][O:10][C:12]2[CH:17]=[C:16]([NH2:18])[CH:15]=[CH:14][N:13]=2)[CH2:7][CH2:6][CH2:5][CH2:4]1, predict the reactants needed to synthesize it. The reactants are: [H-].[Na+].[N:3]1([CH2:8][CH2:9][OH:10])[CH2:7][CH2:6][CH2:5][CH2:4]1.Cl[C:12]1[CH:17]=[C:16]([NH2:18])[CH:15]=[CH:14][N:13]=1. (3) Given the product [Cl:1][C:2]1[C:3]2[N:4]([C:15]([CH2:16][C:17]3[S:18][CH:19]=[CH:20][CH:21]=3)=[N:14][N:13]=2)[C:5]2[C:10]([N:11]=1)=[CH:9][CH:8]=[C:7]([Cl:12])[CH:6]=2, predict the reactants needed to synthesize it. The reactants are: [Cl:1][C:2]1[C:3]([NH:13][NH:14][C:15](=O)[CH2:16][C:17]2[S:18][CH:19]=[CH:20][CH:21]=2)=[N:4][C:5]2[C:10]([N:11]=1)=[CH:9][CH:8]=[C:7]([Cl:12])[CH:6]=2. (4) Given the product [NH2:15][C:14]1[CH:13]=[C:12]([O:18][CH3:19])[C:11]([Br:10])=[CH:17][C:16]=1[C:4]([C:3]1[CH:6]=[CH:7][CH:8]=[CH:9][C:2]=1[Cl:1])=[O:5], predict the reactants needed to synthesize it. The reactants are: [Cl:1][C:2]1[CH:9]=[CH:8][CH:7]=[CH:6][C:3]=1[CH:4]=[O:5].[Br:10][C:11]1[CH:17]=[CH:16][C:14]([NH2:15])=[CH:13][C:12]=1[O:18][CH3:19]. (5) The reactants are: Br[CH2:2][C:3]1[NH:8][C:7]([C:9]2[S:10][CH:11]=[CH:12][N:13]=2)=[N:6][CH:5]([C:14]2[CH:19]=[CH:18][C:17]([Cl:20])=[CH:16][C:15]=2[Cl:21])[C:4]=1[C:22]([O:24][CH2:25][CH3:26])=[O:23].Cl.[NH:28]1[CH2:33][CH2:32][O:31][CH2:30][CH:29]1[C:34]([OH:36])=[O:35]. Given the product [Cl:21][C:15]1[CH:16]=[C:17]([Cl:20])[CH:18]=[CH:19][C:14]=1[CH:5]1[N:6]=[C:7]([C:9]2[S:10][CH:11]=[CH:12][N:13]=2)[NH:8][C:3]([CH2:2][N:28]2[CH2:33][CH2:32][O:31][CH2:30][CH:29]2[C:34]([OH:36])=[O:35])=[C:4]1[C:22]([O:24][CH2:25][CH3:26])=[O:23], predict the reactants needed to synthesize it. (6) Given the product [CH2:1]([O:3][C:4]([C:5]1[NH:14][C:8]2[C:7]([CH:6]=1)=[CH:12][CH:11]=[C:10]([Cl:13])[CH:9]=2)=[O:18])[CH3:2], predict the reactants needed to synthesize it. The reactants are: [CH2:1]([O:3][C:4](=[O:18])[C:5](=O)[CH2:6][C:7]1[CH:12]=[CH:11][C:10]([Cl:13])=[CH:9][C:8]=1[N+:14]([O-])=O)[CH3:2].CC(O)=O. (7) Given the product [C:25]([N:21]1[CH2:20][CH2:19][CH:18]([NH:17][CH2:16][C:9]2[CH:10]=[CH:11][CH:12]=[C:13]([O:14][CH3:15])[C:8]=2[CH2:7][CH:5]2[CH2:4][O:3][C:2]([CH3:24])([CH3:1])[O:6]2)[CH2:23][CH2:22]1)(=[O:27])[CH3:26], predict the reactants needed to synthesize it. The reactants are: [CH3:1][C:2]1([CH3:24])[O:6][CH:5]([CH2:7][C:8]2[C:13]([O:14][CH3:15])=[CH:12][CH:11]=[CH:10][C:9]=2[CH2:16][NH:17][CH:18]2[CH2:23][CH2:22][NH:21][CH2:20][CH2:19]2)[CH2:4][O:3]1.[C:25](O)(=[O:27])[CH3:26].C(N(C(C)C)CC)(C)C.F[P-](F)(F)(F)(F)F.N1(O[P+](N(C)C)(N(C)C)N(C)C)C2C=CC=CC=2N=N1.